This data is from Experimentally validated miRNA-target interactions with 360,000+ pairs, plus equal number of negative samples. The task is: Binary Classification. Given a miRNA mature sequence and a target amino acid sequence, predict their likelihood of interaction. The miRNA is hsa-miR-202-3p with sequence AGAGGUAUAGGGCAUGGGAA. The protein sequence of the target gene is MVAEAGSMPAASSVKKPFGLRSKMGKWCRHCFPWCRGSGKSNVGTSGDHDDSAMKTLRSKMGKWCRHCFPWCRGSGKSNVGTSGDHDDSAMKTLRSKMGKWCCHCFPCCRGSGKSKVGPWGDYDDSAFMEPRYHVRREDLDKLHRAAWWGKVPRKDLIVMLKDTDMNKKDKQKRTALHLASANGNSEVVKLLLDRRCQLNILDNKKRTALTKAVQCQEDECALMLLEHGTDPNIPDEYGNTALHYAIYNEDKLMAKALLLYGADIESKNKHGLTPLLLGVHEQKQQVVKFLIKKKANLNA.... Result: 1 (interaction).